From a dataset of NCI-60 drug combinations with 297,098 pairs across 59 cell lines. Regression. Given two drug SMILES strings and cell line genomic features, predict the synergy score measuring deviation from expected non-interaction effect. (1) Drug 1: CCCS(=O)(=O)NC1=C(C(=C(C=C1)F)C(=O)C2=CNC3=C2C=C(C=N3)C4=CC=C(C=C4)Cl)F. Drug 2: CCCS(=O)(=O)NC1=C(C(=C(C=C1)F)C(=O)C2=CNC3=C2C=C(C=N3)C4=CC=C(C=C4)Cl)F. Cell line: LOX IMVI. Synergy scores: CSS=30.7, Synergy_ZIP=-11.6, Synergy_Bliss=-12.3, Synergy_Loewe=-5.08, Synergy_HSA=-3.33. (2) Drug 1: C1=CC=C(C(=C1)C(C2=CC=C(C=C2)Cl)C(Cl)Cl)Cl. Drug 2: CC(C)(C#N)C1=CC(=CC(=C1)CN2C=NC=N2)C(C)(C)C#N. Cell line: NCI/ADR-RES. Synergy scores: CSS=1.19, Synergy_ZIP=7.95, Synergy_Bliss=14.9, Synergy_Loewe=2.26, Synergy_HSA=4.55. (3) Drug 1: CCC1=CC2CC(C3=C(CN(C2)C1)C4=CC=CC=C4N3)(C5=C(C=C6C(=C5)C78CCN9C7C(C=CC9)(C(C(C8N6C)(C(=O)OC)O)OC(=O)C)CC)OC)C(=O)OC.C(C(C(=O)O)O)(C(=O)O)O. Drug 2: CC1C(C(CC(O1)OC2CC(OC(C2O)C)OC3=CC4=CC5=C(C(=O)C(C(C5)C(C(=O)C(C(C)O)O)OC)OC6CC(C(C(O6)C)O)OC7CC(C(C(O7)C)O)OC8CC(C(C(O8)C)O)(C)O)C(=C4C(=C3C)O)O)O)O. Cell line: KM12. Synergy scores: CSS=42.8, Synergy_ZIP=-1.49, Synergy_Bliss=-3.05, Synergy_Loewe=-0.419, Synergy_HSA=-0.427. (4) Drug 1: CC1C(C(CC(O1)OC2CC(CC3=C2C(=C4C(=C3O)C(=O)C5=C(C4=O)C(=CC=C5)OC)O)(C(=O)C)O)N)O.Cl. Drug 2: CC1=C(C(=O)C2=C(C1=O)N3CC4C(C3(C2COC(=O)N)OC)N4)N. Cell line: SW-620. Synergy scores: CSS=51.9, Synergy_ZIP=5.22, Synergy_Bliss=5.14, Synergy_Loewe=4.82, Synergy_HSA=7.29. (5) Drug 1: CS(=O)(=O)C1=CC(=C(C=C1)C(=O)NC2=CC(=C(C=C2)Cl)C3=CC=CC=N3)Cl. Drug 2: CC1CCCC2(C(O2)CC(NC(=O)CC(C(C(=O)C(C1O)C)(C)C)O)C(=CC3=CSC(=N3)C)C)C. Cell line: SN12C. Synergy scores: CSS=1.05, Synergy_ZIP=-1.64, Synergy_Bliss=-2.66, Synergy_Loewe=-5.07, Synergy_HSA=-2.83. (6) Drug 1: C1=NC(=NC(=O)N1C2C(C(C(O2)CO)O)O)N. Drug 2: CC(C)CN1C=NC2=C1C3=CC=CC=C3N=C2N. Cell line: UACC62. Synergy scores: CSS=47.2, Synergy_ZIP=-2.69, Synergy_Bliss=-5.15, Synergy_Loewe=-5.98, Synergy_HSA=-4.63.